This data is from Forward reaction prediction with 1.9M reactions from USPTO patents (1976-2016). The task is: Predict the product of the given reaction. (1) Given the reactants [CH3:1][O:2][C:3]([C:5]1[C:6]2[C:20]([CH3:21])=[N:19][NH:18][C:7]=2[N:8]=[C:9]([C:11]2[CH:16]=[CH:15][C:14]([OH:17])=[CH:13][CH:12]=2)[CH:10]=1)=[O:4].[O:22]1[CH:27]=[CH:26][CH2:25][CH2:24][CH2:23]1.O.C1(C)C=CC(S(O)(=O)=O)=CC=1.O, predict the reaction product. The product is: [CH3:1][O:2][C:3]([C:5]1[C:6]2[C:20]([CH3:21])=[N:19][N:18]([CH:23]3[CH2:24][CH2:25][CH2:26][CH2:27][O:22]3)[C:7]=2[N:8]=[C:9]([C:11]2[CH:12]=[CH:13][C:14]([OH:17])=[CH:15][CH:16]=2)[CH:10]=1)=[O:4]. (2) Given the reactants [C:1]([C:3]1[CH:8]=[CH:7][C:6]([N:9]2[C:13]([C:14]3[CH:15]=[C:16]([C:32]([NH:34][CH2:35][CH2:36][CH2:37][N:38]([CH3:40])[CH3:39])=[O:33])[C:17](=[O:31])[N:18]([C:21]4[CH:26]=[CH:25][CH:24]=[C:23]([C:27]([F:30])([F:29])[F:28])[CH:22]=4)[C:19]=3[CH3:20])=[CH:12][CH:11]=[N:10]2)=[CH:5][CH:4]=1)#[N:2].[C:41]1([S:47]([O:50]C)(=[O:49])=[O:48])[CH:46]=[CH:45][CH:44]=[CH:43][CH:42]=1.[CH3:52]C1CCCO1, predict the reaction product. The product is: [C:41]1([S:47]([O-:50])(=[O:49])=[O:48])[CH:46]=[CH:45][CH:44]=[CH:43][CH:42]=1.[C:1]([C:3]1[CH:8]=[CH:7][C:6]([N:9]2[C:13]([C:14]3[CH:15]=[C:16]([C:32]([NH:34][CH2:35][CH2:36][CH2:37][N+:38]([CH3:52])([CH3:40])[CH3:39])=[O:33])[C:17](=[O:31])[N:18]([C:21]4[CH:26]=[CH:25][CH:24]=[C:23]([C:27]([F:29])([F:28])[F:30])[CH:22]=4)[C:19]=3[CH3:20])=[CH:12][CH:11]=[N:10]2)=[CH:5][CH:4]=1)#[N:2]. (3) Given the reactants C([N:8]1[CH2:15][CH:14]2[CH2:16][CH:10]([CH2:11][N:12]([C:17]([NH:19][C:20]3[CH:25]=[CH:24][CH:23]=[CH:22][CH:21]=3)=[O:18])[CH2:13]2)[CH2:9]1)C1C=CC=CC=1, predict the reaction product. The product is: [C:20]1([NH:19][C:17]([N:12]2[CH2:11][CH:10]3[CH2:16][CH:14]([CH2:15][NH:8][CH2:9]3)[CH2:13]2)=[O:18])[CH:21]=[CH:22][CH:23]=[CH:24][CH:25]=1. (4) Given the reactants [F:1][C:2]1[CH:7]=[CH:6][C:5]([N:8]2[C:12]([NH2:13])=[CH:11][C:10]([CH3:14])=[N:9]2)=[C:4]([CH3:15])[CH:3]=1.CCOCC.[CH3:21][O:22][C:23](=[O:31])[C:24]1[CH:29]=[CH:28][CH:27]=[CH:26][C:25]=1Br.C(=O)([O-])[O-].[Cs+].[Cs+], predict the reaction product. The product is: [CH3:21][O:22][C:23](=[O:31])[C:24]1[CH:29]=[CH:28][CH:27]=[CH:26][C:25]=1[NH:13][C:12]1[N:8]([C:5]2[CH:6]=[CH:7][C:2]([F:1])=[CH:3][C:4]=2[CH3:15])[N:9]=[C:10]([CH3:14])[CH:11]=1. (5) The product is: [C:1]([NH:8][C:9]1[CH:14]=[CH:13][N:12]=[CH:11][C:10]=1[C:15]([O:17][CH3:18])=[O:16])([O:3][C:4]([CH3:7])([CH3:6])[CH3:5])=[O:2]. Given the reactants [C:1]([NH:8][C:9]1[CH:14]=[CH:13][N:12]=[CH:11][C:10]=1[C:15]([OH:17])=[O:16])([O:3][C:4]([CH3:7])([CH3:6])[CH3:5])=[O:2].[CH3:18][Si](C=[N+]=[N-])(C)C.C(O)(=O)C, predict the reaction product. (6) The product is: [Cl:18][C:19]1[N:24]=[C:23]([C:12]2[CH:11]=[CH:10][N:9]=[C:8]([Cl:7])[C:13]=2[F:14])[CH:22]=[CH:21][N:20]=1. Given the reactants C(=O)([O-])[O-].[Na+].[Na+].[Cl:7][C:8]1[C:13]([F:14])=[C:12](B(O)O)[CH:11]=[CH:10][N:9]=1.[Cl:18][C:19]1[N:24]=[C:23](Cl)[CH:22]=[CH:21][N:20]=1.B(O)O, predict the reaction product. (7) Given the reactants [Cl:1][C:2]1[CH:11]=[CH:10][C:9]([N+:12]([O-])=O)=[CH:8][C:3]=1[CH2:4][N:5]([CH3:7])[CH3:6].[Cl-].[Ca+2].[Cl-], predict the reaction product. The product is: [NH2:12][C:9]1[CH:10]=[CH:11][C:2]([Cl:1])=[C:3]([CH:8]=1)[CH2:4][N:5]([CH3:6])[CH3:7].